This data is from Full USPTO retrosynthesis dataset with 1.9M reactions from patents (1976-2016). The task is: Predict the reactants needed to synthesize the given product. (1) Given the product [NH:1]1[C:5]2[CH:6]=[CH:7][C:8]([C:10]([N:27]3[C@@H:28]4[C@H:23]([C:22]5[CH:31]=[CH:32][C:19]([C:13]6[CH:18]=[CH:17][CH:16]=[CH:15][CH:14]=6)=[CH:20][C:21]=5[CH2:30][CH2:29]4)[CH2:24][CH2:25][CH2:26]3)=[O:12])=[CH:9][C:4]=2[N:3]=[CH:2]1, predict the reactants needed to synthesize it. The reactants are: [NH:1]1[C:5]2[CH:6]=[CH:7][C:8]([C:10]([OH:12])=O)=[CH:9][C:4]=2[N:3]=[CH:2]1.[C:13]1([C:19]2[CH:32]=[CH:31][C:22]3[C@H:23]4[C@H:28]([CH2:29][CH2:30][C:21]=3[CH:20]=2)[NH:27][CH2:26][CH2:25][CH2:24]4)[CH:18]=[CH:17][CH:16]=[CH:15][CH:14]=1. (2) The reactants are: C1C(=O)N([Br:8])C(=O)C1.[Cl:9][C:10]1[C:11]2[N:12]([C:17]([C@@H:20]3[CH2:25][CH2:24][CH2:23][N:22]([C:26]([O:28][CH2:29][C:30]4[CH:35]=[CH:34][CH:33]=[CH:32][CH:31]=4)=[O:27])[CH2:21]3)=[N:18][CH:19]=2)[C:13]([CH3:16])=[CH:14][N:15]=1. Given the product [Br:8][C:19]1[N:18]=[C:17]([C@@H:20]2[CH2:25][CH2:24][CH2:23][N:22]([C:26]([O:28][CH2:29][C:30]3[CH:31]=[CH:32][CH:33]=[CH:34][CH:35]=3)=[O:27])[CH2:21]2)[N:12]2[C:13]([CH3:16])=[CH:14][N:15]=[C:10]([Cl:9])[C:11]=12, predict the reactants needed to synthesize it.